This data is from Catalyst prediction with 721,799 reactions and 888 catalyst types from USPTO. The task is: Predict which catalyst facilitates the given reaction. (1) Reactant: [F:1][C:2]1[CH:7]=[CH:6][C:5]([F:8])=[CH:4][C:3]=1[CH:9]([S:20]([C:23]1[CH:28]=[CH:27][C:26]([O:29][CH3:30])=[CH:25][CH:24]=1)(=[O:22])=[O:21])[C:10]1[C:11]([CH3:19])=[CH:12]C(C(O)=O)=N[CH:15]=1.[NH2:31][CH2:32][CH2:33][OH:34].ON1C2C=CC=CC=2N=N1.C[N:46]1CC[O:49][CH2:48][CH2:47]1.Cl.C(N=C=NCCCN(C)C)C. Product: [F:1][C:2]1[CH:7]=[CH:6][C:5]([F:8])=[CH:4][C:3]=1[CH:9]([S:20]([C:23]1[CH:28]=[CH:27][C:26]([O:29][CH3:30])=[CH:25][CH:24]=1)(=[O:21])=[O:22])[C:10]1[C:11]([CH3:19])=[CH:12][C:32]([C:33]([NH:46][CH2:47][CH2:48][OH:49])=[O:34])=[N:31][CH:15]=1. The catalyst class is: 2. (2) Reactant: [CH3:1][S:2][C:3]1[C:4]([C:8]2[CH:9]=[N:10][CH:11]=[CH:12][CH:13]=2)=[N:5][NH:6][CH:7]=1.C(SSC[C:18]1[O:19][CH:15]=[CH:16][CH:17]=1)[C:15]1[O:19][CH:18]=[CH:17][CH:16]=1.IC1C(C2C=NC=CC=2)=NNC=1. Product: [O:19]1[CH:15]=[CH:16][CH:17]=[C:18]1[CH2:1][S:2][C:3]1[C:4]([C:8]2[CH:9]=[N:10][CH:11]=[CH:12][CH:13]=2)=[N:5][NH:6][CH:7]=1. The catalyst class is: 13. (3) Reactant: O[C:2]([C:10]1[CH:15]=[CH:14][C:13]([C:16]2[CH:21]=[CH:20][C:19]([Cl:22])=[CH:18][CH:17]=2)=[CH:12][CH:11]=1)([CH3:9])[CH2:3][C:4]([O:6][CH2:7][CH3:8])=[O:5].C1(C)C=CC(S(O)(=O)=O)=CC=1.C([O-])(O)=O.[Na+]. Product: [Cl:22][C:19]1[CH:18]=[CH:17][C:16]([C:13]2[CH:14]=[CH:15][C:10]([C:2]([CH3:9])=[CH:3][C:4]([O:6][CH2:7][CH3:8])=[O:5])=[CH:11][CH:12]=2)=[CH:21][CH:20]=1. The catalyst class is: 638. (4) Reactant: [Cl:1][C:2]1[CH:7]=[CH:6][C:5]([CH:8]2[CH2:13][CH2:12][N:11](C)[CH2:10][CH:9]2[O:15][CH2:16][C:17]2[CH:26]=[CH:25][C:24]3[C:19](=[CH:20][CH:21]=[CH:22][CH:23]=3)[CH:18]=2)=[CH:4][CH:3]=1.C(=O)([O-])[O-].[K+].[K+].Cl[C:34]([O:36][CH2:37][C:38]([Cl:41])([Cl:40])[Cl:39])=[O:35]. Product: [Cl:1][C:2]1[CH:7]=[CH:6][C:5]([CH:8]2[CH2:13][CH2:12][N:11]([C:34]([O:36][CH2:37][C:38]([Cl:41])([Cl:40])[Cl:39])=[O:35])[CH2:10][CH:9]2[O:15][CH2:16][C:17]2[CH:26]=[CH:25][C:24]3[C:19](=[CH:20][CH:21]=[CH:22][CH:23]=3)[CH:18]=2)=[CH:4][CH:3]=1. The catalyst class is: 11. (5) Reactant: [NH2:1][C:2]1[C:3]([C:9]2[O:10]C=CC=2)=[N:4][C:5]([Cl:8])=[CH:6][CH:7]=1.[Mn]([O-])(=O)(=O)=[O:15].[K+]. Product: [NH2:1][C:2]1[C:3]([C:9]([OH:10])=[O:15])=[N:4][C:5]([Cl:8])=[CH:6][CH:7]=1. The catalyst class is: 95.